This data is from Forward reaction prediction with 1.9M reactions from USPTO patents (1976-2016). The task is: Predict the product of the given reaction. (1) Given the reactants [CH2:1]([C:3]1[CH:9]=[CH:8][CH:7]=[CH:6][C:4]=1[NH2:5])[CH3:2].[N+:10]([O-])([OH:12])=[O:11].[OH-].[Na+], predict the reaction product. The product is: [CH2:1]([C:3]1[CH:9]=[CH:8][C:7]([N+:10]([O-:12])=[O:11])=[CH:6][C:4]=1[NH2:5])[CH3:2]. (2) Given the reactants C(S[C:6]1[CH:7]=[C:8]2[C:13](=[CH:14][C:15]=1[O:16][CH3:17])[N:12]=[CH:11][N:10]=[C:9]2[NH:18][C:19]1[CH:20]=[CH:21][C:22]2[S:26][CH:25]=[N:24][C:23]=2[CH:27]=1)(C)(C)C.O[O:29][S:30]([O-:32])=O.[K+].[C:34]([O-])(O)=O.[Na+].[CH2:39]1[CH2:43]OC[CH2:40]1, predict the reaction product. The product is: [C:39]([S:30]([C:6]1[CH:7]=[C:8]2[C:13](=[CH:14][C:15]=1[O:16][CH3:17])[N:12]=[CH:11][N:10]=[C:9]2[NH:18][C:19]1[CH:20]=[CH:21][C:22]2[S:26][CH:25]=[N:24][C:23]=2[CH:27]=1)(=[O:32])=[O:29])([CH3:40])([CH3:43])[CH3:34]. (3) Given the reactants [CH3:1][CH:2]1[CH2:7][CH2:6][CH2:5][CH2:4][N:3]1[C:8]1[C:9]([C:22]2[CH:27]=[CH:26][CH:25]=[CH:24][CH:23]=2)=[N:10][C:11]2[C:16]([N:17]=1)=[CH:15][C:14]([C:18]([O:20]C)=[O:19])=[CH:13][CH:12]=2.[OH-].[Na+], predict the reaction product. The product is: [CH3:1][CH:2]1[CH2:7][CH2:6][CH2:5][CH2:4][N:3]1[C:8]1[C:9]([C:22]2[CH:23]=[CH:24][CH:25]=[CH:26][CH:27]=2)=[N:10][C:11]2[C:16]([N:17]=1)=[CH:15][C:14]([C:18]([OH:20])=[O:19])=[CH:13][CH:12]=2.